Task: Binary Classification. Given a miRNA mature sequence and a target amino acid sequence, predict their likelihood of interaction.. Dataset: Experimentally validated miRNA-target interactions with 360,000+ pairs, plus equal number of negative samples (1) The miRNA is mmu-miR-1932 with sequence GUUGCGGACAGCGCUAGGUCGG. The protein sequence of the target gene is MAAVVQQNDLVFEFASNGMEDEQQLGDPAIFPAVIVEHVPGADILNSYAGLACVEEPNDMITESSLDVAEEEIIDDDDDDITLTVEASCHNGDETIETIEAAEALLNIDSPSPPVLDEKQINNNIFSSSEDDIVAPITHVSVTLDGIPEVMETQQVQETNADSPGASSPEQRKRKKGRKTKPPRPDSPTTTPNISVKKKNKDGKGNTIYLWEFLLALLQDKATCPKYIKWTQREKGIFKLVDSKAVSRLWGKHKNKPDMNYETMGRALRYYYQRGILAKVEGQRLVYQFKEMPKDLIYID.... Result: 0 (no interaction). (2) The miRNA is hsa-miR-4802-5p with sequence UAUGGAGGUUCUAGACCAUGUU. The protein sequence of the target gene is MLHEEAAQKRKGKEPGMALPQGRLTFRDVAIEFSLAEWKFLNPAQRALYREVMLENYRNLEAVDISSKRMMKEVLSTGQGNTEVIHTGMLQRHESYHTGDFCFQEIEKDIHDFEFQSQKDERNGHEASMPKIKELMGSTDRHDQRHAGNKPIKDQLGLSFHLHLPELHIFQPEEKIANQVEKSVNDASSISTSQRISCRPETHTPNNYGNNFFHSSLLTQKQEVHMREKSFQCNETGEAFNCSSFVRKHQIIHLGEKQYKFDICGKVFNEKRYLARHRRCHTSEKPYKCNECGKSFSYKS.... Result: 0 (no interaction). (3) The miRNA is hsa-miR-130a-5p with sequence GCUCUUUUCACAUUGUGCUACU. The protein sequence of the target gene is MESLSELQNPLLPRSPTHLHRPYPYPEAPPGWSCQEQLYSFLLGGAGPARAHQLLDPGSLQLAVEAWYRPSCLLGRDKVKEPKAGSCETSFTEAREPLAGPAEEGSEPGQAAEDVTIHTVSYGVQEELQGQEDSQEEESDGTSSESECEDAFLTLPPRDHLGLTLFSMLCCFWPLGIAAFYFSQGTSKAISKGDFRLASTTSRRALFLATLSIAVGAGLYVAVVVALAAYMSQNGHG. Result: 0 (no interaction). (4) The protein sequence of the target gene is MGRAREMGWMAAGLMIGAGACYCMYKLTMGRSEGNELEDEEEDEWEDGQDLDEEEADNWFDFTAMARPWSEDGDWDEPGAPGGTEDRRSGGGKANRAHPIKQRPFPYEHKNIWGEQSFKSFTCILDLNKCVSTQRKKRFTKNINAGFSLSPNISKHLASLSVVGNRSPTPHPTVREKALFVPENPNSSLENQGQIKMSIDEVCRETLLCCCKSFLQQAGLSLLISMTVINNMLAKSVSDLKFPLLSKGSGCAEVRGLEELMSLSEKPVLVGEALAAQMLSSFMCLFTRSGSREMLVEAIS.... Result: 0 (no interaction). The miRNA is gga-let-7i with sequence UGAGGUAGUAGUUUGUGCUGU. (5) The miRNA is mmu-miR-505-5p with sequence GGGAGCCAGGAAGUAUUGAUGUU. The protein sequence of the target gene is MDAIKKKMQMLKLDKENAIDRAEQAEADKKQAEDRCKQLEEEQQALQKKLKGTEDEVEKYSESVKDAQEKLEQAEKKATDAEADVASLNRRIQLVEEELDRAQERLATALQKLEEAEKAADESERGMKVIENRAMKDEEKMELQEMQLKEAKHIAEDSDRKYEEVARKLVILEGELERSEERAEVAESKCGDLEEELKIVTNNLKSLEAQADKYSTKEDKYEEEIKLLEEKLKEAETRAEFAERSVAKLEKTIDDLEDEVYAQKMKYKAISEELDNALNDITSL. Result: 0 (no interaction). (6) The miRNA is hsa-miR-153-3p with sequence UUGCAUAGUCACAAAAGUGAUC. The protein sequence of the target gene is MAEETQHNKLAAAKKKLKEYWQKNSPRVPAGANRNRKTNGSIPEKATSGGCQPPRDSATGFHREGPTSSATLKDLESPCQERAVVLDSRSVEISQLKNTIKSLKQQKKQVEHQLEEEKKANNKKQKAKRVLEVQIQTLNIQKEELNTDLYHMKRSLRYFEEKSKDLAVRLQHSLQRKGELESVLSNVMATQKKKANQLSSRSKARTEWKLEQSMREEALLKVQLTQFKESFQQVQLERDEYSEHLKGERARWQQRMRKMSQEICTLKKEKQQDMRRVEKLERSLSKLKNQMAEPLPPEPP.... Result: 1 (interaction).